From a dataset of Forward reaction prediction with 1.9M reactions from USPTO patents (1976-2016). Predict the product of the given reaction. (1) The product is: [N:24]1([C:28]([C:30]2[CH:31]=[C:32]([Cl:37])[C:33]([O:22][C:12]3[CH:11]=[C:10]([CH:15]=[C:14]([O:16][C@@H:17]([CH3:21])[CH2:18][O:19][CH3:20])[CH:13]=3)[C:9]([NH:8][C:5]3[CH:6]=[CH:7][N:3]([CH2:1][CH3:2])[N:4]=3)=[O:23])=[N:34][CH:35]=2)=[O:29])[CH2:27][CH2:26][CH2:25]1. Given the reactants [CH2:1]([N:3]1[CH:7]=[CH:6][C:5]([NH:8][C:9](=[O:23])[C:10]2[CH:15]=[C:14]([O:16][C@@H:17]([CH3:21])[CH2:18][O:19][CH3:20])[CH:13]=[C:12]([OH:22])[CH:11]=2)=[N:4]1)[CH3:2].[N:24]1([C:28]([C:30]2[CH:31]=[C:32]([Cl:37])[C:33](Cl)=[N:34][CH:35]=2)=[O:29])[CH2:27][CH2:26][CH2:25]1.C(=O)([O-])[O-].[K+].[K+], predict the reaction product. (2) Given the reactants [Cl:1][C:2]1[CH:3]=[N:4][C:5]2[N:6]([N:8]=[C:9]([C:11]([OH:13])=O)[CH:10]=2)[CH:7]=1.[NH:14]1[CH2:19][CH:18]=[C:17]([C:20]2[CH:25]=[CH:24][N:23]=[CH:22][N:21]=2)[CH2:16][CH2:15]1, predict the reaction product. The product is: [Cl:1][C:2]1[CH:3]=[N:4][C:5]2[N:6]([N:8]=[C:9]([C:11]([N:14]3[CH2:15][CH:16]=[C:17]([C:20]4[CH:25]=[CH:24][N:23]=[CH:22][N:21]=4)[CH2:18][CH2:19]3)=[O:13])[CH:10]=2)[CH:7]=1. (3) Given the reactants [CH:1]([N:4]1[C:8]([C:9]2[C:14]([CH2:15]O)=[CH:13][CH:12]=[CH:11][N:10]=2)=[CH:7][CH:6]=[N:5]1)([CH3:3])[CH3:2].O=S(Cl)[Cl:19], predict the reaction product. The product is: [ClH:19].[Cl:19][CH2:15][C:14]1[C:9]([C:8]2[N:4]([CH:1]([CH3:3])[CH3:2])[N:5]=[CH:6][CH:7]=2)=[N:10][CH:11]=[CH:12][CH:13]=1. (4) Given the reactants C[N:2](C)/[CH:3]=[CH:4]/[C:5]([C:7]1[C:12](=[O:13])[CH:11]=[CH:10][N:9]([C:14]2[CH:19]=[CH:18][CH:17]=[C:16]([O:20][C:21]([F:24])([F:23])[F:22])[CH:15]=2)[N:8]=1)=O.[F:26][C:27]1[CH:28]=[C:29]2[C:34](=[CH:35][CH:36]=1)[N:33]=[C:32]([CH3:37])[CH:31]=[C:30]2[NH:38]N, predict the reaction product. The product is: [F:26][C:27]1[CH:28]=[C:29]2[C:34](=[CH:35][CH:36]=1)[N:33]=[C:32]([CH3:37])[CH:31]=[C:30]2[N:38]1[C:5]([C:7]2[C:12](=[O:13])[CH:11]=[CH:10][N:9]([C:14]3[CH:19]=[CH:18][CH:17]=[C:16]([O:20][C:21]([F:24])([F:23])[F:22])[CH:15]=3)[N:8]=2)=[CH:4][CH:3]=[N:2]1. (5) Given the reactants Br[CH2:2][C:3]1[C:15]([F:16])=[CH:14][C:6]([C:7]([NH:9][S:10]([CH3:13])(=[O:12])=[O:11])=[O:8])=[C:5]([F:17])[CH:4]=1.[C:18]([O:22][C:23]1[C:28]([Cl:29])=[CH:27][C:26](B2OC(C)(C)C(C)(C)O2)=[CH:25][N:24]=1)([CH3:21])([CH3:20])[CH3:19].C(=O)([O-])[O-].[K+].[K+], predict the reaction product. The product is: [C:18]([O:22][C:23]1[N:24]=[CH:25][C:26]([CH2:2][C:3]2[C:15]([F:16])=[CH:14][C:6]([C:7]([NH:9][S:10]([CH3:13])(=[O:12])=[O:11])=[O:8])=[C:5]([F:17])[CH:4]=2)=[CH:27][C:28]=1[Cl:29])([CH3:21])([CH3:19])[CH3:20].